From a dataset of Catalyst prediction with 721,799 reactions and 888 catalyst types from USPTO. Predict which catalyst facilitates the given reaction. Reactant: [CH2:1]([N:3]1[C:11]2[CH:10]=[C:9]([C:12]([OH:14])=[O:13])[CH:8]=[C:7]3[N:15]([CH3:24])[S:16](=[O:23])(=[O:22])[C:17](C(O)=O)=[CH:18][C:5]([C:6]=23)=[CH:4]1)[CH3:2]. Product: [CH2:1]([N:3]1[C:11]2[CH:10]=[C:9]([C:12]([OH:14])=[O:13])[CH:8]=[C:7]3[N:15]([CH3:24])[S:16](=[O:22])(=[O:23])[CH:17]=[CH:18][C:5]([C:6]=23)=[CH:4]1)[CH3:2]. The catalyst class is: 89.